This data is from Reaction yield outcomes from USPTO patents with 853,638 reactions. The task is: Predict the reaction yield, written as a fraction of the theoretical maximum amount of product (1.0 means a 100% yield; for example, 0.34 means a 34% yield). The reactants are [CH2:1]([C:3]1[S:4][CH:5]=[C:6]([CH2:8]P(=O)(OCC)OCC)[N:7]=1)[CH3:2].[H-].[Na+].[CH3:19][O:20][CH2:21][O:22][C:23]1[C:27]([CH:28]=O)=[CH:26][N:25]([C:30]2[CH:35]=[CH:34][CH:33]=[CH:32][CH:31]=2)[N:24]=1.O. The catalyst is O1CCCC1. The product is [CH2:1]([C:3]1[S:4][CH:5]=[C:6](/[CH:8]=[CH:28]/[C:27]2[C:23]([O:22][CH2:21][O:20][CH3:19])=[N:24][N:25]([C:30]3[CH:35]=[CH:34][CH:33]=[CH:32][CH:31]=3)[CH:26]=2)[N:7]=1)[CH3:2]. The yield is 0.660.